This data is from Forward reaction prediction with 1.9M reactions from USPTO patents (1976-2016). The task is: Predict the product of the given reaction. Given the reactants [CH3:1][NH:2][C:3](=[O:23])[C:4]1[CH:9]=[C:8]([O:10][C:11]2[CH:22]=[CH:21][C:14]3[N:15]=[C:16](S(C)=O)[S:17][C:13]=3[CH:12]=2)[CH:7]=[CH:6][N:5]=1.[NH2:24][C@H:25]1[CH2:30][CH2:29][CH2:28][N:27]([C:31]([O:33][C:34]([CH3:37])([CH3:36])[CH3:35])=[O:32])[CH2:26]1, predict the reaction product. The product is: [CH3:1][NH:2][C:3]([C:4]1[CH:9]=[C:8]([O:10][C:11]2[CH:22]=[CH:21][C:14]3[N:15]=[C:16]([NH:24][C@H:25]4[CH2:30][CH2:29][CH2:28][N:27]([C:31]([O:33][C:34]([CH3:37])([CH3:36])[CH3:35])=[O:32])[CH2:26]4)[S:17][C:13]=3[CH:12]=2)[CH:7]=[CH:6][N:5]=1)=[O:23].